Dataset: NCI-60 drug combinations with 297,098 pairs across 59 cell lines. Task: Regression. Given two drug SMILES strings and cell line genomic features, predict the synergy score measuring deviation from expected non-interaction effect. (1) Drug 1: C1=C(C(=O)NC(=O)N1)N(CCCl)CCCl. Drug 2: CN1C(=O)N2C=NC(=C2N=N1)C(=O)N. Cell line: RXF 393. Synergy scores: CSS=19.1, Synergy_ZIP=-5.40, Synergy_Bliss=3.72, Synergy_Loewe=-5.03, Synergy_HSA=2.29. (2) Drug 1: C1CN(CCN1C(=O)CCBr)C(=O)CCBr. Drug 2: CS(=O)(=O)OCCCCOS(=O)(=O)C. Cell line: OVCAR3. Synergy scores: CSS=-5.82, Synergy_ZIP=2.49, Synergy_Bliss=1.78, Synergy_Loewe=-4.55, Synergy_HSA=-2.65. (3) Drug 1: CC1=C(C=C(C=C1)NC2=NC=CC(=N2)N(C)C3=CC4=NN(C(=C4C=C3)C)C)S(=O)(=O)N.Cl. Drug 2: CC1=C2C(C(=O)C3(C(CC4C(C3C(C(C2(C)C)(CC1OC(=O)C(C(C5=CC=CC=C5)NC(=O)C6=CC=CC=C6)O)O)OC(=O)C7=CC=CC=C7)(CO4)OC(=O)C)O)C)OC(=O)C. Cell line: HOP-92. Synergy scores: CSS=28.3, Synergy_ZIP=3.47, Synergy_Bliss=6.67, Synergy_Loewe=-17.2, Synergy_HSA=7.25. (4) Drug 1: CC(CN1CC(=O)NC(=O)C1)N2CC(=O)NC(=O)C2. Drug 2: COCCOC1=C(C=C2C(=C1)C(=NC=N2)NC3=CC=CC(=C3)C#C)OCCOC.Cl. Cell line: NCI-H226. Synergy scores: CSS=10.8, Synergy_ZIP=-2.25, Synergy_Bliss=4.65, Synergy_Loewe=3.92, Synergy_HSA=4.99. (5) Drug 1: CC1=C(C=C(C=C1)NC(=O)C2=CC=C(C=C2)CN3CCN(CC3)C)NC4=NC=CC(=N4)C5=CN=CC=C5. Drug 2: C1C(C(OC1N2C=NC(=NC2=O)N)CO)O. Cell line: NCI-H322M. Synergy scores: CSS=7.89, Synergy_ZIP=-2.05, Synergy_Bliss=2.39, Synergy_Loewe=2.47, Synergy_HSA=2.50. (6) Drug 1: CCCS(=O)(=O)NC1=C(C(=C(C=C1)F)C(=O)C2=CNC3=C2C=C(C=N3)C4=CC=C(C=C4)Cl)F. Drug 2: CN(CCCl)CCCl.Cl. Cell line: SK-OV-3. Synergy scores: CSS=-3.93, Synergy_ZIP=0.325, Synergy_Bliss=-2.83, Synergy_Loewe=-4.76, Synergy_HSA=-4.37. (7) Drug 1: C1=NC2=C(N1)C(=S)N=C(N2)N. Drug 2: CCC(=C(C1=CC=CC=C1)C2=CC=C(C=C2)OCCN(C)C)C3=CC=CC=C3.C(C(=O)O)C(CC(=O)O)(C(=O)O)O. Cell line: HT29. Synergy scores: CSS=25.2, Synergy_ZIP=0.0878, Synergy_Bliss=2.12, Synergy_Loewe=-11.1, Synergy_HSA=0.0220. (8) Drug 1: C1C(C(OC1N2C=C(C(=O)NC2=O)F)CO)O. Drug 2: CC(C)(C#N)C1=CC(=CC(=C1)CN2C=NC=N2)C(C)(C)C#N. Cell line: CAKI-1. Synergy scores: CSS=1.54, Synergy_ZIP=-3.02, Synergy_Bliss=0.0245, Synergy_Loewe=-7.92, Synergy_HSA=-2.05.